Dataset: Reaction yield outcomes from USPTO patents with 853,638 reactions. Task: Predict the reaction yield, written as a fraction of the theoretical maximum amount of product (1.0 means a 100% yield; for example, 0.34 means a 34% yield). (1) The reactants are [CH2:1]([O:3][C:4]([C:6]1[C:15](=[O:16])[C:14]2[C:9](=[C:10](Br)[CH:11]=[CH:12][C:13]=2[O:17][CH3:18])[NH:8][CH:7]=1)=[O:5])[CH3:2].C([O-])(=O)C.[Na+]. The catalyst is C(O)(=O)C.[Pd]. The product is [CH2:1]([O:3][C:4]([C:6]1[C:15](=[O:16])[C:14]2[C:9](=[CH:10][CH:11]=[CH:12][C:13]=2[O:17][CH3:18])[NH:8][CH:7]=1)=[O:5])[CH3:2]. The yield is 0.570. (2) The reactants are [Cl:1][C:2]1[CH:3]=[C:4]2[C:9](=[C:10]([CH3:19])[C:11]=1[O:12][CH2:13][CH:14]([CH2:17][CH3:18])[CH2:15][CH3:16])[O:8][CH:7]([C:20]([F:23])([F:22])[F:21])[C:6]([C:24]([O:26]C)=[O:25])=[CH:5]2.[OH-].[Na+].Cl. The catalyst is CO.C1COCC1. The product is [Cl:1][C:2]1[CH:3]=[C:4]2[C:9](=[C:10]([CH3:19])[C:11]=1[O:12][CH2:13][CH:14]([CH2:15][CH3:16])[CH2:17][CH3:18])[O:8][CH:7]([C:20]([F:23])([F:21])[F:22])[C:6]([C:24]([OH:26])=[O:25])=[CH:5]2. The yield is 0.590. (3) The reactants are N[C:2]1[CH:9]=[CH:8][CH:7]=[C:6]([O:10][CH:11]([F:13])[F:12])[C:3]=1[C:4]#[N:5].[ClH:14].N([O-])=O.[Na+].[S:19](=[O:21])=[O:20]. The catalyst is C(O)(=O)C.O. The product is [C:4]([C:3]1[C:6]([O:10][CH:11]([F:13])[F:12])=[CH:7][CH:8]=[CH:9][C:2]=1[S:19]([Cl:14])(=[O:21])=[O:20])#[N:5]. The yield is 0.910. (4) The reactants are [CH:1]([C:3]1[CH:8]=[CH:7][C:6]([CH:9]2[NH:21][C:19]3[C:20]4[C:11](=[N:12][NH:13][C:14](=[O:22])[C:15]=4[CH:16]=[CH:17][CH:18]=3)[CH:10]2[C:23]2[CH:33]=[CH:32][C:26]([C:27]([N:29]([CH3:31])[CH3:30])=[O:28])=[CH:25][CH:24]=2)=[CH:5][CH:4]=1)=O.C(O)(=O)C.[CH3:38][NH:39][CH3:40].[BH4-].[Na+]. The catalyst is C(Cl)Cl. The product is [CH3:38][N:39]([CH2:1][C:3]1[CH:4]=[CH:5][C:6]([CH:9]2[NH:21][C:19]3[C:20]4[C:11](=[N:12][NH:13][C:14](=[O:22])[C:15]=4[CH:16]=[CH:17][CH:18]=3)[CH:10]2[C:23]2[CH:24]=[CH:25][C:26]([C:27]([N:29]([CH3:30])[CH3:31])=[O:28])=[CH:32][CH:33]=2)=[CH:7][CH:8]=1)[CH3:40]. The yield is 0.100. (5) The catalyst is ClCCl. The product is [N:1]1([C:7]2[N:12]=[CH:11][C:10]([C:13]3[N:17]4[CH:18]=[CH:19][CH:20]=[CH:21][C:16]4=[N:15][C:14]=3[CH:22]=[O:23])=[CH:9][CH:8]=2)[CH2:6][CH2:5][O:4][CH2:3][CH2:2]1. The reactants are [N:1]1([C:7]2[N:12]=[CH:11][C:10]([C:13]3[N:17]4[CH:18]=[CH:19][CH:20]=[CH:21][C:16]4=[N:15][C:14]=3[CH2:22][OH:23])=[CH:9][CH:8]=2)[CH2:6][CH2:5][O:4][CH2:3][CH2:2]1. The yield is 0.750. (6) The reactants are O(C)[CH:2]1[O:8][C@H:7]([CH2:9][OH:10])[C@@H:5]([OH:6])[C@@H:3]1[OH:4].F[C:13](F)(F)S(O[Si](C)(C)C)(=O)=O.O.[OH-].[Na+].[CH3:27][C:28]#N. No catalyst specified. The product is [CH:2]1([CH2:13][CH:28]=[CH2:27])[O:8][C@H:7]([CH2:9][OH:10])[C@@H:5]([OH:6])[C@@H:3]1[OH:4]. The yield is 0.820. (7) The reactants are CC1C=CC(S(O[CH2:12][CH:13]2[O:17][C:16](=[O:18])[N:15]([CH2:19][C:20]3[CH:25]=[CH:24][C:23]([F:26])=[CH:22][CH:21]=3)[CH2:14]2)(=O)=O)=CC=1.[C:27]1([CH:33]([N:40]2[CH2:45][CH2:44][NH:43][CH2:42][CH2:41]2)[C:34]2[CH:39]=[CH:38][CH:37]=[CH:36][CH:35]=2)[CH:32]=[CH:31][CH:30]=[CH:29][CH:28]=1.C(N(CC)CC)C. The catalyst is O1CCCC1.ClCCl. The product is [CH:33]([N:40]1[CH2:45][CH2:44][N:43]([CH2:12][CH:13]2[O:17][C:16](=[O:18])[N:15]([CH2:19][C:20]3[CH:21]=[CH:22][C:23]([F:26])=[CH:24][CH:25]=3)[CH2:14]2)[CH2:42][CH2:41]1)([C:34]1[CH:39]=[CH:38][CH:37]=[CH:36][CH:35]=1)[C:27]1[CH:32]=[CH:31][CH:30]=[CH:29][CH:28]=1. The yield is 0.658.